From a dataset of Reaction yield outcomes from USPTO patents with 853,638 reactions. Predict the reaction yield, written as a fraction of the theoretical maximum amount of product (1.0 means a 100% yield; for example, 0.34 means a 34% yield). The reactants are [C:1]([O:5][C:6](=[O:35])[N:7]([C:17]1[CH:22]=[CH:21][C:20]([CH:23]([C:25]2[C:33]3[C:28](=[N:29][CH:30]=[C:31]([Cl:34])[CH:32]=3)[NH:27][CH:26]=2)[OH:24])=[CH:19][N:18]=1)[CH2:8][C:9]1[CH:10]=[N:11][C:12]([O:15][CH3:16])=[CH:13][CH:14]=1)([CH3:4])([CH3:3])[CH3:2].CC(OI1(OC(C)=O)(OC(C)=O)OC(=O)C2C=CC=CC1=2)=O. The catalyst is ClCCl. The product is [C:1]([O:5][C:6](=[O:35])[N:7]([C:17]1[CH:22]=[CH:21][C:20]([C:23]([C:25]2[C:33]3[C:28](=[N:29][CH:30]=[C:31]([Cl:34])[CH:32]=3)[NH:27][CH:26]=2)=[O:24])=[CH:19][N:18]=1)[CH2:8][C:9]1[CH:10]=[N:11][C:12]([O:15][CH3:16])=[CH:13][CH:14]=1)([CH3:4])([CH3:2])[CH3:3]. The yield is 0.330.